Dataset: Reaction yield outcomes from USPTO patents with 853,638 reactions. Task: Predict the reaction yield, written as a fraction of the theoretical maximum amount of product (1.0 means a 100% yield; for example, 0.34 means a 34% yield). (1) The reactants are Cl[C:2]1[C:3]2[C:4](=[N:8][N:9]([CH3:11])[CH:10]=2)[N:5]=[CH:6][CH:7]=1.[NH2:12][C:13]1[CH:18]=[C:17]([CH3:19])[CH:16]=[CH:15][C:14]=1[S:20][C:21]1[CH:26]=[CH:25][C:24]([OH:27])=[CH:23][CH:22]=1.CC(C)([O-])C.[Na+]. The catalyst is C1(C)C=CC=CC=1.C1C=CC(/C=C/C(/C=C/C2C=CC=CC=2)=O)=CC=1.C1C=CC(/C=C/C(/C=C/C2C=CC=CC=2)=O)=CC=1.C1C=CC(/C=C/C(/C=C/C2C=CC=CC=2)=O)=CC=1.[Pd].[Pd]. The product is [CH3:19][C:17]1[CH:16]=[CH:15][C:14]([S:20][C:21]2[CH:26]=[CH:25][C:24]([OH:27])=[CH:23][CH:22]=2)=[C:13]([NH:12][C:2]2[C:3]3[C:4](=[N:8][N:9]([CH3:11])[CH:10]=3)[N:5]=[CH:6][CH:7]=2)[CH:18]=1. The yield is 0.210. (2) The reactants are [CH3:1][O:2][C:3]([CH:5]1[CH:9]([NH2:10])[CH2:8][O:7][CH2:6]1)=[O:4].Cl.[CH3:12][C:13]1[CH:22]=[C:21]([CH2:23][O:24][C:25]2[CH:30]=[CH:29][C:28]([S:31](Cl)(=[O:33])=[O:32])=[CH:27][CH:26]=2)[C:20]2[C:15](=[CH:16][CH:17]=[CH:18][CH:19]=2)[N:14]=1.C([O-])(O)=O.[Na+]. The catalyst is C(Cl)Cl.O. The product is [CH3:1][O:2][C:3]([CH:5]1[CH:9]([NH:10][S:31]([C:28]2[CH:29]=[CH:30][C:25]([O:24][CH2:23][C:21]3[C:20]4[C:15](=[CH:16][CH:17]=[CH:18][CH:19]=4)[N:14]=[C:13]([CH3:12])[CH:22]=3)=[CH:26][CH:27]=2)(=[O:32])=[O:33])[CH2:8][O:7][CH2:6]1)=[O:4]. The yield is 0.380. (3) The reactants are [CH:1]([C@H:4]1[NH:9][CH2:8][CH2:7][N:6]2[C:10]3[CH:16]=[C:15]([S:17]([CH3:20])(=[O:19])=[O:18])[C:14]([C:21]([O:23][CH3:24])=[O:22])=[CH:13][C:11]=3[N:12]=[C:5]12)([CH3:3])[CH3:2].[Br:25][C:26]1[C:27]([C:33]([F:36])([F:35])[F:34])=NC(Cl)=N[CH:31]=1.CCN(C(C)C)[CH:40]([CH3:42])[CH3:41].CN(C=O)C. The catalyst is O.CCOC(C)=O. The product is [Br:25][C:26]1[CH:31]=[CH:42][C:40]([N:9]2[CH2:8][CH2:7][N:6]3[C:10]4[CH:16]=[C:15]([S:17]([CH3:20])(=[O:19])=[O:18])[C:14]([C:21]([O:23][CH3:24])=[O:22])=[CH:13][C:11]=4[N:12]=[C:5]3[C@H:4]2[CH:1]([CH3:3])[CH3:2])=[CH:41][C:27]=1[C:33]([F:36])([F:35])[F:34]. The yield is 0.470.